The task is: Binary Classification. Given a miRNA mature sequence and a target amino acid sequence, predict their likelihood of interaction.. This data is from Experimentally validated miRNA-target interactions with 360,000+ pairs, plus equal number of negative samples. (1) The miRNA is hsa-miR-6764-5p with sequence UCCCAGGGUCUGGUCAGAGUUG. The protein sequence of the target gene is MDQEGGGDGQKAPSFQWRNYKLIVDPALDPALRRPSQKVYRYDGVHFSVNDSKYIPVEDLQDPRCHVRSKNRDFSLPVPKFKLDEFYIGQIPLKEVTFARLNDNVRETFLKDMCRKYGEVEEVEILLHPRTRKHLGLARVLFTSTRGAKETVKNLHLTSVMGNIIHAQLDIKGQQRMKYYELIVNGSYTPQTVPTGGKALSEKFQGSGAATETAESRRRSSSDTAAYPAGTTAVGTPGNGTPCSQDTSFSSSRQDTPSSFGQFTPQSSQGTPYTSRGSTPYSQDSAYSSSTTSTSFKPRR.... Result: 1 (interaction). (2) The miRNA is hsa-miR-6505-3p with sequence UGACUUCUACCUCUUCCAAAG. The protein sequence of the target gene is MAAPRPPPARLSGVMVPAPIQDLEALRALTALFKEQRNRETAPRTIFQRVLDILKKSSHAVELACRDPSQVENLASSLQLITECFRCLRNACIECSVNQNSIRNLDTIGVAVDLILLFRELRVEQESLLTAFRCGLQFLGNIASRNEDSQSIVWVHAFPELFLSCLNHPDKKIVAYSSMILFTSLNHERMKELEENLNIAIDVIDAYQKHPESEWPFLIITDLFLKSPELVQAMFPKLNNQERVTLLDLMIAKITSDEPLTKDDIPVFLRHAELIASTFVDQCKTVLKLASEEPPDDEEA.... Result: 0 (no interaction). (3) The miRNA is mmu-miR-3470b with sequence UCACUCUGUAGACCAGGCUGG. The protein sequence of the target gene is MREKGRRKKGRTWAEAAKTVLEKYPNTPMSHKEILQVIQREGLKEIRSGTSPLACLNAMLHTNSRGEEGIFYKVPGRMGVYTLKKDVPDGVKELSECSEESSDGQSDSHSSDNSSSSDGGSNKEGRKSRWKRKVSSRLSHPPSPPSGCPSPTIPASKVISPSQKHSKKALKQALKQQQQKKKQQQCRPSMSISNQHLSLKTVKAASDSVPAKPGQMKRTKCADIDVETPDSILVNTNLRALINKHTFSVLPGDCQQRLLLLLPEVDRQVGPDGLMKLNGSALNNEFFTSAAQGWKERLSE.... Result: 1 (interaction). (4) Result: 0 (no interaction). The miRNA is mmu-miR-466p-3p with sequence AUACAUACACGCACACAUAAGA. The protein sequence of the target gene is MNQTAGASNNVRCPPGKGHKELVGSNPPQRNWKGIAIALLVILVICSLIVTSVILLTPAEDTSLSQKKKVTVEDLFSEDFKIHDPEAKWISNKEFIYRERKGSVILRNVETNNSTVLIEGKKIESLRAIRYEISPDKEYVLFSYNVEPVYQHSHTGYYVLSKIPHGDPQSLDPPEVSNAKLQYAGWGPKGQQLIFIFENNIYYCAHVGKQAIRVVSTGKEGVIYNGLSDWLYEEEILKSHIAHWWSPDGTRLAYATINDSRVPLMELPTYTGSVYPTVKPYHYPKAGSENPSISLHVIGL....